From a dataset of Peptide-MHC class II binding affinity with 134,281 pairs from IEDB. Regression. Given a peptide amino acid sequence and an MHC pseudo amino acid sequence, predict their binding affinity value. This is MHC class II binding data. (1) The peptide sequence is YLEDARRLKAIYEKKK. The MHC is DRB1_0404 with pseudo-sequence DRB1_0404. The binding affinity (normalized) is 0.397. (2) The MHC is DRB1_0101 with pseudo-sequence DRB1_0101. The binding affinity (normalized) is 0.0184. The peptide sequence is AKTNNQSLGFENLEC. (3) The peptide sequence is YFFPVIFSKASDSLQL. The MHC is DRB1_1101 with pseudo-sequence DRB1_1101. The binding affinity (normalized) is 0.247.